From a dataset of Reaction yield outcomes from USPTO patents with 853,638 reactions. Predict the reaction yield, written as a fraction of the theoretical maximum amount of product (1.0 means a 100% yield; for example, 0.34 means a 34% yield). (1) The reactants are [CH2:1]([C:3]1[NH:4][C:5](=[O:27])[C:6]([CH2:12][C:13]2[CH:18]=[CH:17][C:16]([C:19]3[C:20]([C:25]#[N:26])=[CH:21][CH:22]=[CH:23][CH:24]=3)=[CH:15][CH:14]=2)=[C:7]([CH2:9][CH2:10][CH3:11])[N:8]=1)[CH3:2].[C:28]([C:31]1[CH:36]=[CH:35][C:34](B(O)O)=[CH:33][CH:32]=1)(=[O:30])[CH3:29].C(N(CC)CC)C.N1C=CC=CC=1. The catalyst is ClCCl.C(OCC)(=O)C.C([O-])(=O)C.[Cu+2].C([O-])(=O)C. The product is [C:28]([C:31]1[CH:36]=[CH:35][C:34]([N:4]2[C:5](=[O:27])[C:6]([CH2:12][C:13]3[CH:18]=[CH:17][C:16]([C:19]4[C:20]([C:25]#[N:26])=[CH:21][CH:22]=[CH:23][CH:24]=4)=[CH:15][CH:14]=3)=[C:7]([CH2:9][CH2:10][CH3:11])[N:8]=[C:3]2[CH2:1][CH3:2])=[CH:33][CH:32]=1)(=[O:30])[CH3:29]. The yield is 0.510. (2) The reactants are [NH:1]1[CH:5]=[C:4]([C:6]([OH:8])=[O:7])[N:3]=[CH:2]1.[C:9]1([C:15](Cl)([C:22]2[CH:27]=[CH:26][CH:25]=[CH:24][CH:23]=2)[C:16]2[CH:21]=[CH:20][CH:19]=[CH:18][CH:17]=2)[CH:14]=[CH:13][CH:12]=[CH:11][CH:10]=1. The catalyst is N1C=CC=CC=1.CN(C=O)C. The product is [C:15]([N:1]1[CH:5]=[C:4]([C:6]([OH:8])=[O:7])[N:3]=[CH:2]1)([C:9]1[CH:14]=[CH:13][CH:12]=[CH:11][CH:10]=1)([C:22]1[CH:23]=[CH:24][CH:25]=[CH:26][CH:27]=1)[C:16]1[CH:17]=[CH:18][CH:19]=[CH:20][CH:21]=1. The yield is 0.790.